Dataset: Catalyst prediction with 721,799 reactions and 888 catalyst types from USPTO. Task: Predict which catalyst facilitates the given reaction. (1) Reactant: [CH2:1]([OH:3])C.C([O-])=O.[NH4+].C(O)=O.[CH2:11]([OH:18])[C:12]1[CH:17]=[CH:16][CH:15]=[CH:14][CH:13]=1. Product: [C:12]1([CH:11]([OH:18])[CH2:1][OH:3])[CH:17]=[CH:16][CH:15]=[CH:14][CH:13]=1. The catalyst class is: 386. (2) Reactant: CC([N:5]([C@H:9]([C@@H:17]([OH:20])[CH2:18][Cl:19])[CH2:10][C:11]1[CH:16]=[CH:15][CH:14]=[CH:13][CH:12]=1)C(=O)[O-])(C)C.Cl. Product: [ClH:19].[NH2:5][C@H:9]([C@@H:17]([OH:20])[CH2:18][Cl:19])[CH2:10][C:11]1[CH:16]=[CH:15][CH:14]=[CH:13][CH:12]=1. The catalyst class is: 7.